From a dataset of Catalyst prediction with 721,799 reactions and 888 catalyst types from USPTO. Predict which catalyst facilitates the given reaction. (1) Reactant: [CH3:1][OH:2].N.[Si:4](OC)(OC)(OC)[O:5][CH3:6]. Product: [CH3:6][O-:5].[CH3:1][O-:2].[CH3:6][O-:5].[CH3:6][O-:5].[Si+4:4]. The catalyst class is: 32. (2) The catalyst class is: 5. Reactant: [Cl:1][C:2]1[CH:10]=[C:9]2[C:5]([CH2:6][C:7](=[O:11])[NH:8]2)=[CH:4][CH:3]=1.[CH3:12][O:13][C:14](=[O:29])[C:15]([O:18][C:19]1[CH:24]=[C:23]([F:25])[C:22]([Cl:26])=[CH:21][C:20]=1[CH:27]=O)([CH3:17])[CH3:16].N1CCCC1. Product: [CH3:12][O:13][C:14](=[O:29])[C:15]([O:18][C:19]1[CH:24]=[C:23]([F:25])[C:22]([Cl:26])=[CH:21][C:20]=1/[CH:27]=[C:6]1\[C:7](=[O:11])[NH:8][C:9]2[C:5]\1=[CH:4][CH:3]=[C:2]([Cl:1])[CH:10]=2)([CH3:17])[CH3:16]. (3) Reactant: [C:1]([N:8]1[CH2:13][CH2:12][C:11]([C:16]2[CH:21]=[CH:20][C:19]([F:22])=[CH:18][CH:17]=2)([CH2:14][NH2:15])[CH2:10][CH2:9]1)([O:3][C:4]([CH3:7])([CH3:6])[CH3:5])=[O:2].C(N(CC)CC)C.[C:30]([C:32]1[CH:33]=[C:34]([CH2:42]I)[C:35]2[C:40]([CH:41]=1)=[CH:39][CH:38]=[CH:37][CH:36]=2)#[N:31]. Product: [C:1]([N:8]1[CH2:9][CH2:10][C:11]([C:16]2[CH:17]=[CH:18][C:19]([F:22])=[CH:20][CH:21]=2)([CH2:14][NH:15][CH2:42][C:34]2[C:35]3[C:40](=[CH:39][CH:38]=[CH:37][CH:36]=3)[CH:41]=[C:32]([C:30]#[N:31])[CH:33]=2)[CH2:12][CH2:13]1)([O:3][C:4]([CH3:6])([CH3:7])[CH3:5])=[O:2]. The catalyst class is: 3. (4) The catalyst class is: 4. Reactant: [CH2:1]([O:3][C:4](=[O:14])[C:5]([S:8]([N:10]1[CH2:13][CH2:12][CH2:11]1)=[O:9])([CH3:7])[CH3:6])[CH3:2].ClC1C=CC=C(C(OO)=[O:23])C=1. Product: [CH2:1]([O:3][C:4](=[O:14])[C:5]([S:8]([N:10]1[CH2:11][CH2:12][CH2:13]1)(=[O:23])=[O:9])([CH3:7])[CH3:6])[CH3:2].